The task is: Binary Classification. Given a drug SMILES string, predict its activity (active/inactive) in a high-throughput screening assay against a specified biological target.. This data is from M1 muscarinic receptor antagonist screen with 61,756 compounds. (1) The compound is s1c2c(n(Cc3n(c(SCC(=O)Nc4ccc(CC)cc4)nn3)C)c1=O)cccc2. The result is 0 (inactive). (2) The compound is s1c2c(sc(c2)C(=O)NCCOC)c2c1cccc2. The result is 0 (inactive). (3) The drug is O=c1[nH]c2c(cc1C(N1CCCC1)c1n(nnn1)C(CC)(C)C)cc(cc2)C. The result is 0 (inactive). (4) The molecule is N(n1cnnc1)(c1nc(NCC)nc(NCC)n1)C. The result is 0 (inactive). (5) The molecule is Brc1cc2C(N(C(=O)CCN3CCOCC3)CC(=O)Nc2cc1)c1ccccc1. The result is 0 (inactive). (6) The drug is Clc1c(N2CCN(S(=O)(=O)c3cc4CCN(c4cc3)C(=O)CCC(OC)=O)CC2)cccc1. The result is 0 (inactive).